This data is from Experimental lipophilicity measurements (octanol/water distribution) for 4,200 compounds from AstraZeneca. The task is: Regression/Classification. Given a drug SMILES string, predict its absorption, distribution, metabolism, or excretion properties. Task type varies by dataset: regression for continuous measurements (e.g., permeability, clearance, half-life) or binary classification for categorical outcomes (e.g., BBB penetration, CYP inhibition). For this dataset (lipophilicity_astrazeneca), we predict Y. (1) The drug is COc1ccc(-c2cncc(CNC3CCCC3)n2)c(OC)c1. The Y is 2.14 logD. (2) The drug is CN(C(=O)Cc1ccc(S(=O)(=O)N(C)C)cc1)C1CCN(CCC(c2ccccc2)c2ccccc2)CC1. The Y is 3.50 logD.